Dataset: Full USPTO retrosynthesis dataset with 1.9M reactions from patents (1976-2016). Task: Predict the reactants needed to synthesize the given product. (1) Given the product [F:23][C:20]1[CH:21]=[CH:22][C:17]([CH2:16][CH2:15][N:11]2[C:10](=[O:13])[CH:9]=[CH:8][C:7]([C:1]3[CH:2]=[CH:3][CH:4]=[CH:5][CH:6]=3)=[N:12]2)=[CH:18][CH:19]=1, predict the reactants needed to synthesize it. The reactants are: [C:1]1([C:7]2[CH:8]=[CH:9][C:10](=[O:13])[NH:11][N:12]=2)[CH:6]=[CH:5][CH:4]=[CH:3][CH:2]=1.Br[CH2:15][CH2:16][C:17]1[CH:22]=[CH:21][C:20]([F:23])=[CH:19][CH:18]=1.C(=O)([O-])[O-].[K+].[K+]. (2) Given the product [C:23]([C:7]1[C:8]2[C:13](=[CH:12][CH:11]=[C:10]([O:16][C:17]3[CH:18]=[CH:19][CH:20]=[CH:21][CH:22]=3)[CH:9]=2)[C:14]([OH:15])=[C:5]([C:3]([NH:25][C:26]2([CH2:30][C:31]([OH:33])=[O:32])[CH2:29][CH2:28][CH2:27]2)=[O:4])[N:6]=1)#[N:24], predict the reactants needed to synthesize it. The reactants are: CO[C:3]([C:5]1[N:6]=[C:7]([C:23]#[N:24])[C:8]2[C:13]([C:14]=1[OH:15])=[CH:12][CH:11]=[C:10]([O:16][C:17]1[CH:22]=[CH:21][CH:20]=[CH:19][CH:18]=1)[CH:9]=2)=[O:4].[NH2:25][C:26]1([CH2:30][C:31]([OH:33])=[O:32])[CH2:29][CH2:28][CH2:27]1.C[O-].[Na+].Cl. (3) Given the product [N:8]1([C@H:14]2[CH2:15][CH2:16][C@H:17]([C:20]([OH:22])=[O:21])[CH2:18][CH2:19]2)[CH2:12][CH2:11][CH2:10][C:9]1=[O:13], predict the reactants needed to synthesize it. The reactants are: O.CC(C)([O-])C.[K+].[N:8]1([CH:14]2[CH2:19][CH2:18][CH:17]([C:20]([O:22]CC)=[O:21])[CH2:16][CH2:15]2)[CH2:12][CH2:11][CH2:10][C:9]1=[O:13].Cl. (4) Given the product [N:42]1[CH:7]=[CH:6][CH:5]=[N:4][C:3]=1[C:8]1[CH:19]=[CH:18][C:11]2[C:12]([NH:31][C:28]3[CH:27]=[CH:26][C:25]([S:22]([C:21]([F:32])([F:20])[F:33])(=[O:23])=[O:24])=[CH:30][CH:29]=3)=[N:13][S:14](=[O:15])(=[O:16])[C:10]=2[CH:9]=1, predict the reactants needed to synthesize it. The reactants are: ClC1[C:3]([C:8]2[CH:19]=[CH:18][C:11]3[C:12](O)=[N:13][S:14](=[O:16])(=[O:15])[C:10]=3[CH:9]=2)=[N:4][CH:5]=[CH:6][CH:7]=1.[F:20][C:21]([F:33])([F:32])[S:22]([C:25]1[CH:30]=[CH:29][C:28]([NH2:31])=[CH:27][CH:26]=1)(=[O:24])=[O:23].C(C1C=CC([NH2:42])=CC=1)(C)(C)C.